This data is from Full USPTO retrosynthesis dataset with 1.9M reactions from patents (1976-2016). The task is: Predict the reactants needed to synthesize the given product. (1) Given the product [C:32]([C:31]1[CH:34]=[CH:35][C:28]([CH:26]2[C:56]([C:55]([O:61][CH2:62][CH:63]=[CH2:64])=[O:60])=[C:57]([CH3:59])[N:49]([C:45]3[CH:46]=[CH:47][CH:48]=[C:43]([C:42]([F:53])([F:54])[F:41])[CH:44]=3)[C:50](=[O:51])[NH:52]2)=[C:29]([S:36]([CH2:39][CH3:40])(=[O:38])=[O:37])[CH:30]=1)#[N:33], predict the reactants needed to synthesize it. The reactants are: P(OCC)(OCC)(OCC)=O.O=P12OP3(OP(OP(O3)(O1)=O)(=O)O2)=O.[CH:26]([C:28]1[CH:35]=[CH:34][C:31]([C:32]#[N:33])=[CH:30][C:29]=1[S:36]([CH2:39][CH3:40])(=[O:38])=[O:37])=O.[F:41][C:42]([F:54])([F:53])[C:43]1[CH:44]=[C:45]([NH:49][C:50]([NH2:52])=[O:51])[CH:46]=[CH:47][CH:48]=1.[C:55]([O:61][CH2:62][CH:63]=[CH2:64])(=[O:60])[CH2:56][C:57]([CH3:59])=O. (2) Given the product [CH2:1]([O:8][C:9](=[O:32])[NH:10][C:11]1[CH:16]=[CH:15][C:14]([C:17]2[CH2:22][CH2:21][CH:20]([OH:23])[CH2:19][CH:18]=2)=[CH:13][C:12]=1[F:31])[C:2]1[CH:3]=[CH:4][CH:5]=[CH:6][CH:7]=1, predict the reactants needed to synthesize it. The reactants are: [CH2:1]([O:8][C:9](=[O:32])[NH:10][C:11]1[CH:16]=[CH:15][C:14]([C:17]2[CH2:22][CH2:21][CH:20]([O:23][Si](C(C)(C)C)(C)C)[CH2:19][CH:18]=2)=[CH:13][C:12]=1[F:31])[C:2]1[CH:7]=[CH:6][CH:5]=[CH:4][CH:3]=1.CCCC[N+](CCCC)(CCCC)CCCC.[F-].CO. (3) The reactants are: [S:1](=[O:44])(=[O:43])([O:3][CH2:4][C@H:5]1[CH2:9][C@@H:8]([NH:10][C:11]2[C:16]([C:17]([C:19]3[S:20][CH:21]=[C:22]([CH2:24][N:25]4[CH2:29][CH2:28][C:27]([F:31])([F:30])[CH2:26]4)[CH:23]=3)=[O:18])=[CH:15][N:14]=[CH:13][N:12]=2)[CH2:7][C@@H:6]1[O:32][Si](C(C)C)(C(C)C)C(C)C)[NH2:2].Cl.O. Given the product [S:1](=[O:43])(=[O:44])([O:3][CH2:4][C@H:5]1[CH2:9][C@@H:8]([NH:10][C:11]2[C:16]([C:17]([C:19]3[S:20][CH:21]=[C:22]([CH2:24][N:25]4[CH2:29][CH2:28][C:27]([F:31])([F:30])[CH2:26]4)[CH:23]=3)=[O:18])=[CH:15][N:14]=[CH:13][N:12]=2)[CH2:7][C@@H:6]1[OH:32])[NH2:2], predict the reactants needed to synthesize it. (4) The reactants are: O[C:2](O)([C:28]([F:31])([F:30])[F:29])[CH2:3][C:4]([NH:6][C:7]1[C:8]([F:27])=[CH:9][C:10]([Cl:26])=[C:11]([CH:25]=1)[O:12][C:13]1[CH:24]=[CH:23][CH:22]=[CH:21][C:14]=1[O:15][CH2:16][C:17]([O:19][CH3:20])=[O:18])=[O:5].O1CCCC1.C(O)(=O)C.[O-:42][C:43]#[N:44].[K+]. Given the product [Cl:26][C:10]1[CH:9]=[C:8]([F:27])[C:7]([N:6]2[C:4](=[O:5])[CH:3]=[C:2]([C:28]([F:31])([F:30])[F:29])[NH:44][C:43]2=[O:42])=[CH:25][C:11]=1[O:12][C:13]1[CH:24]=[CH:23][CH:22]=[CH:21][C:14]=1[O:15][CH2:16][C:17]([O:19][CH3:20])=[O:18], predict the reactants needed to synthesize it. (5) Given the product [CH2:34]([N:3]([CH2:1][CH3:2])[C:4]1[CH:9]=[CH:8][C:7]([C:10]2[CH:11]=[C:12]([C:21]3[CH:22]=[CH:23][C:24]([C:27]([OH:29])=[O:28])=[CH:25][CH:26]=3)[CH:13]=[CH:14][C:15]=2[O:16][CH2:17][CH2:18][CH2:19][OH:20])=[CH:6][C:5]=1[CH2:32][CH3:33])[CH3:35], predict the reactants needed to synthesize it. The reactants are: [CH2:1]([N:3]([CH2:34][CH3:35])[C:4]1[CH:9]=[CH:8][C:7]([C:10]2[CH:11]=[C:12]([C:21]3[CH:26]=[CH:25][C:24]([C:27]([O:29]CC)=[O:28])=[CH:23][CH:22]=3)[CH:13]=[CH:14][C:15]=2[O:16][CH2:17][CH2:18][CH2:19][OH:20])=[CH:6][C:5]=1[CH2:32][CH3:33])[CH3:2].[OH-].[Na+].Cl. (6) Given the product [CH3:3][C:4]([CH3:42])([CH2:9][CH2:10][CH2:11]/[C:12](=[N:19]\[O:20][CH2:21][C:22]1[CH:23]=[CH:24][C:25]([O:28][CH2:29][C:30]2[N:31]=[C:32]([C:36]3[CH:41]=[CH:40][CH:39]=[CH:38][CH:37]=3)[O:33][C:34]=2[CH3:35])=[CH:26][CH:27]=1)/[C:13]1[CH:14]=[CH:15][CH:16]=[CH:17][CH:18]=1)[C:5]([OH:7])=[O:6], predict the reactants needed to synthesize it. The reactants are: [OH-].[K+].[CH3:3][C:4]([CH3:42])([CH2:9][CH2:10][CH2:11]/[C:12](=[N:19]\[O:20][CH2:21][C:22]1[CH:27]=[CH:26][C:25]([O:28][CH2:29][C:30]2[N:31]=[C:32]([C:36]3[CH:41]=[CH:40][CH:39]=[CH:38][CH:37]=3)[O:33][C:34]=2[CH3:35])=[CH:24][CH:23]=1)/[C:13]1[CH:18]=[CH:17][CH:16]=[CH:15][CH:14]=1)[C:5]([O:7]C)=[O:6].CO.Cl. (7) The reactants are: C1(C)C=CC=CC=1P(C1C=CC=CC=1C)C1C=CC=CC=1C.C(N(CC)CC)C.[NH2:30][C:31]1[C:40]2[N:41]=[C:42]([CH2:49][O:50][CH2:51][CH3:52])[N:43]([CH2:44][C:45]([CH3:48])([OH:47])[CH3:46])[C:39]=2[C:38]2[CH:37]=[CH:36][C:35](Br)=[CH:34][C:33]=2[N:32]=1.[C:54]([O:58][CH3:59])(=[O:57])[CH:55]=[CH2:56]. Given the product [NH2:30][C:31]1[C:40]2[N:41]=[C:42]([CH2:49][O:50][CH2:51][CH3:52])[N:43]([CH2:44][C:45]([OH:47])([CH3:48])[CH3:46])[C:39]=2[C:38]2[CH:37]=[CH:36][C:35](/[CH:56]=[CH:55]/[C:54]([O:58][CH3:59])=[O:57])=[CH:34][C:33]=2[N:32]=1, predict the reactants needed to synthesize it.